From a dataset of Reaction yield outcomes from USPTO patents with 853,638 reactions. Predict the reaction yield, written as a fraction of the theoretical maximum amount of product (1.0 means a 100% yield; for example, 0.34 means a 34% yield). (1) The reactants are Cl.CN.[F:4][C:5]([F:19])([F:18])[C:6]1[CH:7]=[C:8]([CH:11]=[C:12]([C:14]([F:17])([F:16])[F:15])[CH:13]=1)[CH:9]=O.[CH2:20]([N:22](CC)CC)C.S([O-])([O-])(=O)=O.[Mg+2].[C:33]1(=[O:44])[O:39][C:37](=[O:38])[C:36]2=[CH:40][CH:41]=[CH:42][CH:43]=[C:35]2[CH2:34]1. No catalyst specified. The product is [F:4][C:5]([F:19])([F:18])[C:6]1[CH:7]=[C:8]([C@H:9]2[C@H:34]([C:33]([OH:39])=[O:44])[C:35]3[C:36](=[CH:40][CH:41]=[CH:42][CH:43]=3)[C:37](=[O:38])[N:22]2[CH3:20])[CH:11]=[C:12]([C:14]([F:17])([F:16])[F:15])[CH:13]=1. The yield is 0.820. (2) The reactants are [CH2:1]([C:3]1([NH:8][C:9]2[C:14]([C:15]#[N:16])=[CH:13][N:12]=[C:11]([S:17][CH3:18])[N:10]=2)[CH2:7][CH2:6][CH2:5][CH2:4]1)[CH3:2].[OH:19]O.[OH-].[Na+]. The catalyst is CS(C)=O.O. The product is [CH2:1]([C:3]1([NH:8][C:9]2[C:14]([C:15]([NH2:16])=[O:19])=[CH:13][N:12]=[C:11]([S:17][CH3:18])[N:10]=2)[CH2:4][CH2:5][CH2:6][CH2:7]1)[CH3:2]. The yield is 0.900. (3) The reactants are [CH2:1]([OH:3])[CH3:2].Cl[S:5]([OH:8])(=[O:7])=[O:6].Cl[Si:10]([CH3:13])([CH3:12])[CH3:11]. The catalyst is ClCCl. The product is [S:5]([O:8][Si:10]([CH3:13])([CH3:12])[CH3:11])([O:3][CH2:1][CH3:2])(=[O:7])=[O:6]. The yield is 0.860.